Dataset: Tyrosyl-DNA phosphodiesterase HTS with 341,365 compounds. Task: Binary Classification. Given a drug SMILES string, predict its activity (active/inactive) in a high-throughput screening assay against a specified biological target. (1) The result is 0 (inactive). The drug is Clc1cc2oc(SCC(=O)NCc3cc4OCOc4cc3)nc2cc1. (2) The drug is S(=O)(=O)(Cc1ccc(C(=O)N2CCC(CC2)C)cc1)c1ccc(cc1)C. The result is 0 (inactive). (3) The compound is Clc1ccc(C(Oc2ccc(N(C3=NS(=O)(=O)c4c3cccc4)Cc3sccc3)cc2)=O)cc1. The result is 0 (inactive). (4) The drug is O=C(NC1CCCCC1)C(NC(OCc1ccccc1)=O)C(C)C. The result is 0 (inactive).